From a dataset of NCI-60 drug combinations with 297,098 pairs across 59 cell lines. Regression. Given two drug SMILES strings and cell line genomic features, predict the synergy score measuring deviation from expected non-interaction effect. (1) Drug 1: CS(=O)(=O)C1=CC(=C(C=C1)C(=O)NC2=CC(=C(C=C2)Cl)C3=CC=CC=N3)Cl. Drug 2: CCC1(CC2CC(C3=C(CCN(C2)C1)C4=CC=CC=C4N3)(C5=C(C=C6C(=C5)C78CCN9C7C(C=CC9)(C(C(C8N6C)(C(=O)OC)O)OC(=O)C)CC)OC)C(=O)OC)O.OS(=O)(=O)O. Cell line: HT29. Synergy scores: CSS=76.6, Synergy_ZIP=13.1, Synergy_Bliss=14.8, Synergy_Loewe=-25.3, Synergy_HSA=12.5. (2) Drug 1: CC1CCC2CC(C(=CC=CC=CC(CC(C(=O)C(C(C(=CC(C(=O)CC(OC(=O)C3CCCCN3C(=O)C(=O)C1(O2)O)C(C)CC4CCC(C(C4)OC)OCCO)C)C)O)OC)C)C)C)OC. Drug 2: C1=CN(C=N1)CC(O)(P(=O)(O)O)P(=O)(O)O. Cell line: NCIH23. Synergy scores: CSS=22.2, Synergy_ZIP=-0.464, Synergy_Bliss=4.63, Synergy_Loewe=-4.37, Synergy_HSA=1.28. (3) Drug 1: C1=NC2=C(N1)C(=S)N=C(N2)N. Drug 2: CC1CCCC2(C(O2)CC(NC(=O)CC(C(C(=O)C(C1O)C)(C)C)O)C(=CC3=CSC(=N3)C)C)C. Cell line: MCF7. Synergy scores: CSS=38.6, Synergy_ZIP=-0.449, Synergy_Bliss=-0.357, Synergy_Loewe=0.626, Synergy_HSA=1.01. (4) Drug 1: CCCS(=O)(=O)NC1=C(C(=C(C=C1)F)C(=O)C2=CNC3=C2C=C(C=N3)C4=CC=C(C=C4)Cl)F. Drug 2: C1=CN(C=N1)CC(O)(P(=O)(O)O)P(=O)(O)O. Cell line: MDA-MB-231. Synergy scores: CSS=4.47, Synergy_ZIP=-0.0987, Synergy_Bliss=4.63, Synergy_Loewe=1.78, Synergy_HSA=2.59. (5) Drug 1: CC12CCC3C(C1CCC2=O)CC(=C)C4=CC(=O)C=CC34C. Drug 2: N.N.Cl[Pt+2]Cl. Cell line: TK-10. Synergy scores: CSS=15.2, Synergy_ZIP=0.417, Synergy_Bliss=0.0473, Synergy_Loewe=-0.708, Synergy_HSA=-0.649. (6) Drug 1: CC1=CC2C(CCC3(C2CCC3(C(=O)C)OC(=O)C)C)C4(C1=CC(=O)CC4)C. Drug 2: CN(CCCl)CCCl.Cl. Cell line: UO-31. Synergy scores: CSS=2.93, Synergy_ZIP=-1.57, Synergy_Bliss=-0.148, Synergy_Loewe=-0.127, Synergy_HSA=-0.127.